Dataset: Full USPTO retrosynthesis dataset with 1.9M reactions from patents (1976-2016). Task: Predict the reactants needed to synthesize the given product. (1) The reactants are: [CH3:1][O:2][C:3]1[CH:4]=[C:5]2[C:10](=[CH:11][C:12]=1[O:13][CH3:14])[N:9]=[CH:8][CH:7]=[C:6]2[O:15][C:16]1[CH:22]=[CH:21][C:19]([NH2:20])=[C:18]([CH3:23])[C:17]=1[CH3:24].ClC(Cl)(O[C:29](=[O:35])[O:30][C:31](Cl)(Cl)Cl)Cl.[O:37]1[CH2:42][CH2:41][N:40]([CH2:43]CO)[CH2:39][CH2:38]1.C(=O)(O)[O-].[Na+]. Given the product [CH3:1][O:2][C:3]1[CH:4]=[C:5]2[C:10](=[CH:11][C:12]=1[O:13][CH3:14])[N:9]=[CH:8][CH:7]=[C:6]2[O:15][C:16]1[CH:22]=[CH:21][C:19]([NH:20][C:29](=[O:35])[O:30][CH2:31][CH2:43][N:40]2[CH2:41][CH2:42][O:37][CH2:38][CH2:39]2)=[C:18]([CH3:23])[C:17]=1[CH3:24], predict the reactants needed to synthesize it. (2) Given the product [Cl:32][C:33]1[CH:34]=[CH:35][C:36](=[O:39])[N:37]([C:4]2[N:3]=[C:2]([Cl:1])[N:10]=[C:9]3[C:5]=2[N:6]([CH2:23][C@H:24]2[CH2:29][CH2:28][C@H:27]([CH3:30])[CH2:26][CH2:25]2)[C:7]([N:11]2[CH2:16][CH2:15][O:14][CH2:13][C@H:12]2[C:17]2[CH:18]=[CH:19][CH:20]=[CH:21][CH:22]=2)=[N:8]3)[CH:38]=1, predict the reactants needed to synthesize it. The reactants are: [Cl:1][C:2]1[N:10]=[C:9]2[C:5]([N:6]([CH2:23][C@H:24]3[CH2:29][CH2:28][C@H:27]([CH3:30])[CH2:26][CH2:25]3)[C:7]([N:11]3[CH2:16][CH2:15][O:14][CH2:13][C@H:12]3[C:17]3[CH:22]=[CH:21][CH:20]=[CH:19][CH:18]=3)=[N:8]2)=[C:4](Cl)[N:3]=1.[Cl:32][C:33]1[CH:34]=[CH:35][C:36](=[O:39])[NH:37][CH:38]=1.C([O-])([O-])=O.[Cs+].[Cs+].